Dataset: Catalyst prediction with 721,799 reactions and 888 catalyst types from USPTO. Task: Predict which catalyst facilitates the given reaction. (1) The catalyst class is: 1. Product: [CH3:1][N:2]1[C:10](=[O:11])[C:9]2[N:8]([CH2:12][CH:13]=[CH2:14])[C:7]([CH:24]=[O:25])=[N:6][C:5]=2[N:4]([CH2:15][CH2:16][CH2:17][CH2:18][CH3:19])[C:3]1=[O:20]. Reactant: [CH3:1][N:2]1[C:10](=[O:11])[C:9]2[N:8]([CH2:12][CH:13]=[CH2:14])[CH:7]=[N:6][C:5]=2[N:4]([CH2:15][CH2:16][CH2:17][CH2:18][CH3:19])[C:3]1=[O:20].CN([CH:24]=[O:25])C. (2) Reactant: [Cl:1][C:2]1[CH:7]=[C:6]([Cl:8])[CH:5]=[CH:4][C:3]=1[CH:9]1[CH2:13][NH:12][CH2:11][CH:10]1[NH:14][C:15](=[O:21])[O:16][C:17]([CH3:20])([CH3:19])[CH3:18].C(N(C(C)C)C(C)C)C.[Cl:31][C:32]1[CH:37]=[C:36](Cl)[N:35]=[CH:34][N:33]=1. Product: [Cl:31][C:32]1[N:33]=[CH:34][N:35]=[C:36]([N:12]2[CH2:13][CH:9]([C:3]3[CH:4]=[CH:5][C:6]([Cl:8])=[CH:7][C:2]=3[Cl:1])[CH:10]([NH:14][C:15](=[O:21])[O:16][C:17]([CH3:18])([CH3:20])[CH3:19])[CH2:11]2)[CH:37]=1. The catalyst class is: 32. (3) Reactant: [Br:1][C:2]1[CH:8]=[CH:7][CH:6]=[CH:5][C:3]=1[NH2:4].Cl.[N:10]([O-])=O.[Na+].C([O-])(=O)C.[Na+].[C:19]([CH2:21][C:22]([NH2:24])=[O:23])#[N:20]. Product: [NH2:24][C:22](=[O:23])/[C:21](/[C:19]#[N:20])=[N:10]/[NH:4][C:3]1[CH:5]=[CH:6][CH:7]=[CH:8][C:2]=1[Br:1]. The catalyst class is: 315. (4) The catalyst class is: 1. Reactant: CO[C:3]([C:5]1[CH:10]=[CH:9][N:8]=[C:7]([NH2:11])[CH:6]=1)=[O:4].[CH3:12][Li]. Product: [NH2:11][C:7]1[CH:6]=[C:5]([C:3](=[O:4])[CH3:12])[CH:10]=[CH:9][N:8]=1. (5) Reactant: [NH2:1][CH2:2][CH:3]1[CH2:8][CH2:7][CH2:6][N:5]([C:9]2[CH:18]=[CH:17][CH:16]=[CH:15][C:10]=2[C:11]([O:13][CH3:14])=[O:12])[CH2:4]1.[Cl:19][C:20]1[CH:25]=[CH:24][C:23]([C:26]2[CH:31]=[CH:30][C:29]([C:32](O)=[O:33])=[CH:28][CH:27]=2)=[CH:22][CH:21]=1.O.ON1C2C=CC=CC=2N=N1.CN1CCOCC1.Cl.CN(C)CCCN=C=NCC. Product: [Cl:19][C:20]1[CH:21]=[CH:22][C:23]([C:26]2[CH:31]=[CH:30][C:29]([C:32]([NH:1][CH2:2][CH:3]3[CH2:8][CH2:7][CH2:6][N:5]([C:9]4[CH:18]=[CH:17][CH:16]=[CH:15][C:10]=4[C:11]([O:13][CH3:14])=[O:12])[CH2:4]3)=[O:33])=[CH:28][CH:27]=2)=[CH:24][CH:25]=1. The catalyst class is: 9. (6) Reactant: [Cl:1][C:2]1[C:7]([N+:8]([O-])=O)=[CH:6][C:5]([N+:11]([O-])=O)=[CH:4][N:3]=1. Product: [ClH:1].[NH2:8][C:7]1[CH:2]=[N:3][CH:4]=[C:5]([NH2:11])[CH:6]=1. The catalyst class is: 5.